Task: Regression. Given two drug SMILES strings and cell line genomic features, predict the synergy score measuring deviation from expected non-interaction effect.. Dataset: NCI-60 drug combinations with 297,098 pairs across 59 cell lines (1) Drug 1: CC1=C2C(C(=O)C3(C(CC4C(C3C(C(C2(C)C)(CC1OC(=O)C(C(C5=CC=CC=C5)NC(=O)OC(C)(C)C)O)O)OC(=O)C6=CC=CC=C6)(CO4)OC(=O)C)O)C)O. Drug 2: C1=CC=C(C=C1)NC(=O)CCCCCCC(=O)NO. Cell line: RXF 393. Synergy scores: CSS=7.20, Synergy_ZIP=-2.48, Synergy_Bliss=0.259, Synergy_Loewe=2.16, Synergy_HSA=2.13. (2) Drug 1: C1=NC2=C(N=C(N=C2N1C3C(C(C(O3)CO)O)O)F)N. Drug 2: C1=NC2=C(N1)C(=S)N=CN2. Cell line: SF-539. Synergy scores: CSS=39.8, Synergy_ZIP=-12.3, Synergy_Bliss=-2.42, Synergy_Loewe=-14.1, Synergy_HSA=2.12. (3) Drug 1: C1CCC(CC1)NC(=O)N(CCCl)N=O. Drug 2: C1CNP(=O)(OC1)N(CCCl)CCCl. Cell line: HL-60(TB). Synergy scores: CSS=21.0, Synergy_ZIP=-6.97, Synergy_Bliss=-15.8, Synergy_Loewe=-46.3, Synergy_HSA=-15.1. (4) Drug 1: CC1=C2C(C(=O)C3(C(CC4C(C3C(C(C2(C)C)(CC1OC(=O)C(C(C5=CC=CC=C5)NC(=O)C6=CC=CC=C6)O)O)OC(=O)C7=CC=CC=C7)(CO4)OC(=O)C)O)C)OC(=O)C. Drug 2: CS(=O)(=O)CCNCC1=CC=C(O1)C2=CC3=C(C=C2)N=CN=C3NC4=CC(=C(C=C4)OCC5=CC(=CC=C5)F)Cl. Cell line: A498. Synergy scores: CSS=38.3, Synergy_ZIP=5.49, Synergy_Bliss=11.8, Synergy_Loewe=12.5, Synergy_HSA=12.7. (5) Drug 1: C1=CC(=CC=C1CC(C(=O)O)N)N(CCCl)CCCl.Cl. Drug 2: CC1=C(C=C(C=C1)C(=O)NC2=CC(=CC(=C2)C(F)(F)F)N3C=C(N=C3)C)NC4=NC=CC(=N4)C5=CN=CC=C5. Cell line: NCI-H460. Synergy scores: CSS=9.66, Synergy_ZIP=-10.7, Synergy_Bliss=-8.07, Synergy_Loewe=-9.04, Synergy_HSA=-8.77. (6) Drug 1: CC(C1=C(C=CC(=C1Cl)F)Cl)OC2=C(N=CC(=C2)C3=CN(N=C3)C4CCNCC4)N. Drug 2: CC1=C(C(=O)C2=C(C1=O)N3CC4C(C3(C2COC(=O)N)OC)N4)N. Cell line: HCC-2998. Synergy scores: CSS=17.1, Synergy_ZIP=-6.08, Synergy_Bliss=-11.1, Synergy_Loewe=-16.3, Synergy_HSA=-9.35. (7) Drug 1: CC1=C(C=C(C=C1)NC2=NC=CC(=N2)N(C)C3=CC4=NN(C(=C4C=C3)C)C)S(=O)(=O)N.Cl. Drug 2: CCCS(=O)(=O)NC1=C(C(=C(C=C1)F)C(=O)C2=CNC3=C2C=C(C=N3)C4=CC=C(C=C4)Cl)F. Cell line: SW-620. Synergy scores: CSS=-8.24, Synergy_ZIP=12.3, Synergy_Bliss=12.2, Synergy_Loewe=4.65, Synergy_HSA=-3.75. (8) Drug 1: CS(=O)(=O)OCCCCOS(=O)(=O)C. Synergy scores: CSS=23.8, Synergy_ZIP=3.73, Synergy_Bliss=1.98, Synergy_Loewe=12.8, Synergy_HSA=7.44. Drug 2: C1CNP(=O)(OC1)N(CCCl)CCCl. Cell line: HCC-2998.